From a dataset of Forward reaction prediction with 1.9M reactions from USPTO patents (1976-2016). Predict the product of the given reaction. Given the reactants Br[C:2]1[CH:3]=[C:4]2[C:9](=[CH:10][CH:11]=1)[N:8]=[C:7]([O:12]C)[CH:6]=[C:5]2[C:14]1[CH:19]=[CH:18][CH:17]=[C:16]([O:20][CH:21]([CH3:23])[CH3:22])[CH:15]=1.[Cl:24][C:25]1[N:30]=[CH:29][C:28]([C:31]([C:33]2[N:34]([CH3:38])[CH:35]=[N:36][CH:37]=2)=[O:32])=[CH:27][CH:26]=1, predict the reaction product. The product is: [Cl:24][C:25]1[N:30]=[CH:29][C:28]([C:31]([OH:32])([C:33]2[N:34]([CH3:38])[CH:35]=[N:36][CH:37]=2)[C:2]2[CH:3]=[C:4]3[C:9](=[CH:10][CH:11]=2)[NH:8][C:7](=[O:12])[CH:6]=[C:5]3[C:14]2[CH:19]=[CH:18][CH:17]=[C:16]([O:20][CH:21]([CH3:23])[CH3:22])[CH:15]=2)=[CH:27][CH:26]=1.